From a dataset of Full USPTO retrosynthesis dataset with 1.9M reactions from patents (1976-2016). Predict the reactants needed to synthesize the given product. (1) Given the product [Br:1][C:2]1[C:7](=[O:8])[N:6]([CH3:9])[N:5]=[C:4]([O:10][CH2:40][C@H:38]2[CH2:39][C@@H:37]2[C:34]2[CH:33]=[CH:32][C:31]([CH3:30])=[CH:36][N:35]=2)[CH:3]=1, predict the reactants needed to synthesize it. The reactants are: [Br:1][C:2]1[C:7](=[O:8])[N:6]([CH3:9])[NH:5][C:4](=[O:10])[CH:3]=1.C1C=CC(P(C2C=CC=CC=2)C2C=CC=CC=2)=CC=1.[CH3:30][C:31]1[CH:32]=[CH:33][C:34]([C@H:37]2[CH2:39][C@@H:38]2[CH2:40]O)=[N:35][CH:36]=1.CC(OC(/N=N/C(OC(C)C)=O)=O)C. (2) Given the product [N+:1]([C:4]1[CH:11]=[CH:10][C:7]([CH2:8][P:12](=[O:21])([O:17][CH:18]([CH3:20])[CH3:19])[O:13][CH:14]([CH3:16])[CH3:15])=[CH:6][CH:5]=1)([O-:3])=[O:2], predict the reactants needed to synthesize it. The reactants are: [N+:1]([C:4]1[CH:11]=[CH:10][C:7]([CH2:8]Br)=[CH:6][CH:5]=1)([O-:3])=[O:2].[P:12]([O:21]C(C)C)([O:17][CH:18]([CH3:20])[CH3:19])[O:13][CH:14]([CH3:16])[CH3:15]. (3) Given the product [Cl:11][C:12]1[N:17]=[C:16]([NH2:5])[C:15]([N+:19]([O-:21])=[O:20])=[CH:14][N:13]=1, predict the reactants needed to synthesize it. The reactants are: N.C([N:5](CC)C(C)C)(C)C.[Cl:11][C:12]1[N:17]=[C:16](Cl)[C:15]([N+:19]([O-:21])=[O:20])=[CH:14][N:13]=1.